This data is from Peptide-MHC class I binding affinity with 185,985 pairs from IEDB/IMGT. The task is: Regression. Given a peptide amino acid sequence and an MHC pseudo amino acid sequence, predict their binding affinity value. This is MHC class I binding data. (1) The peptide sequence is FPMAQVHQGLM. The MHC is Mamu-B17 with pseudo-sequence Mamu-B17. The binding affinity (normalized) is 0.237. (2) The peptide sequence is SHGIDVTDL. The MHC is HLA-B44:02 with pseudo-sequence HLA-B44:02. The binding affinity (normalized) is 0.0847. (3) The peptide sequence is LPAMCNVY. The MHC is HLA-B53:01 with pseudo-sequence HLA-B53:01. The binding affinity (normalized) is 0.356. (4) The peptide sequence is AVISKVTYSL. The MHC is HLA-A02:01 with pseudo-sequence HLA-A02:01. The binding affinity (normalized) is 0.217.